Predict the reactants needed to synthesize the given product. From a dataset of Full USPTO retrosynthesis dataset with 1.9M reactions from patents (1976-2016). (1) Given the product [CH3:19][O:18][C:16]([C:12]1[CH:13]=[CH:14][C:15]2[C:7]3[C:6]([C:20]4[CH:25]=[CH:24][CH:23]=[C:22]([N:26]5[C:35](=[O:36])[C:34]6[C:29](=[C:30]([F:37])[CH:31]=[CH:32][CH:33]=6)[N:28]=[CH:27]5)[C:21]=4[CH3:38])=[N:5][CH:4]=[C:3]([C:1](=[O:40])[NH2:2])[C:8]=3[NH:9][C:10]=2[CH:11]=1)=[O:17], predict the reactants needed to synthesize it. The reactants are: [C:1]([C:3]1[C:8]2[NH:9][C:10]3[CH:11]=[C:12]([C:16]([O:18][CH3:19])=[O:17])[CH:13]=[CH:14][C:15]=3[C:7]=2[C:6]([C:20]2[CH:25]=[CH:24][CH:23]=[C:22]([N:26]3[C:35](=[O:36])[C:34]4[C:29](=[C:30]([F:37])[CH:31]=[CH:32][CH:33]=4)[N:28]=[CH:27]3)[C:21]=2[CH3:38])=[N:5][CH:4]=1)#[N:2].S(=O)(=O)(O)[OH:40]. (2) Given the product [NH2:15][C:4]1[NH:3][C:2](=[O:17])[C:7]([CH2:8][CH:9]2[CH2:14][CH2:13][CH2:12][CH2:11][CH2:10]2)=[CH:6][N:5]=1, predict the reactants needed to synthesize it. The reactants are: Cl[C:2]1[C:7]([CH2:8][CH:9]2[CH2:14][CH2:13][CH2:12][CH2:11][CH2:10]2)=[CH:6][N:5]=[C:4]([NH2:15])[N:3]=1.P(Cl)(Cl)(Cl)=[O:17].[OH-].[NH4+]. (3) The reactants are: Br[C:2]1[CH:3]=[CH:4][C:5]([C:10]([N:12]2[CH2:17][CH2:16][N:15]([C:18]3[C:23]([CH3:24])=[CH:22][C:21]([CH3:25])=[C:20]([CH3:26])[N:19]=3)[CH2:14][CH2:13]2)=[O:11])=[C:6]([CH:9]=1)[C:7]#[N:8].[C:27]([N:30]1[CH2:34][CH2:33][NH:32][C:31]1=[O:35])(=[O:29])[CH3:28]. Given the product [C:27]([N:30]1[CH2:34][CH2:33][N:32]([C:2]2[CH:3]=[CH:4][C:5]([C:10]([N:12]3[CH2:17][CH2:16][N:15]([C:18]4[C:23]([CH3:24])=[CH:22][C:21]([CH3:25])=[C:20]([CH3:26])[N:19]=4)[CH2:14][CH2:13]3)=[O:11])=[C:6]([CH:9]=2)[C:7]#[N:8])[C:31]1=[O:35])(=[O:29])[CH3:28], predict the reactants needed to synthesize it. (4) Given the product [CH3:20][O:15][C:14]([C:10]1[CH:9]=[C:8]2[C:13](=[CH:12][CH:11]=1)[N:5]([CH2:1][CH:2]([CH3:4])[CH3:3])[N:6]=[C:7]2[CH3:17])=[O:16], predict the reactants needed to synthesize it. The reactants are: [CH2:1]([N:5]1[C:13]2[C:8](=[CH:9][C:10]([C:14]([OH:16])=[O:15])=[CH:11][CH:12]=2)[C:7]([CH3:17])=[N:6]1)[CH:2]([CH3:4])[CH3:3].[N+](=[CH2:20])=[N-].C(OCC)C.